This data is from Reaction yield outcomes from USPTO patents with 853,638 reactions. The task is: Predict the reaction yield, written as a fraction of the theoretical maximum amount of product (1.0 means a 100% yield; for example, 0.34 means a 34% yield). (1) The reactants are ClC1C=C(OC)C(NS(C2SC(C)=NC=2C)(=O)=O)=NC=1.[C:21]1([S:27](Cl)(=[O:29])=[O:28])[CH:26]=[CH:25][CH:24]=[CH:23][CH:22]=1.CC1N=C(C)SC=1S(Cl)(=O)=O.[Br:42][C:43]1[CH:44]=[C:45]([O:50][CH3:51])[C:46]([NH2:49])=[N:47][CH:48]=1.ClC1C=C(OC)C(N)=NC=1. No catalyst specified. The product is [Br:42][C:43]1[CH:44]=[C:45]([O:50][CH3:51])[C:46]([NH:49][S:27]([C:21]2[CH:26]=[CH:25][CH:24]=[CH:23][CH:22]=2)(=[O:29])=[O:28])=[N:47][CH:48]=1. The yield is 0.600. (2) The catalyst is N1C=CC=CC=1. The yield is 0.880. The reactants are [CH3:1][NH:2][CH3:3].[I:4][C:5]1[CH:10]=[CH:9][C:8]([S:11](Cl)(=[O:13])=[O:12])=[CH:7][CH:6]=1.O. The product is [I:4][C:5]1[CH:10]=[CH:9][C:8]([S:11]([N:2]([CH3:3])[CH3:1])(=[O:13])=[O:12])=[CH:7][CH:6]=1. (3) The reactants are [CH3:1][O:2][C:3]1[CH:4]=[C:5]([C:11]([CH3:23])([CH3:22])[CH2:12][CH2:13][CH2:14][CH2:15][C:16]#[C:17][Si](C)(C)C)[CH:6]=[C:7]([O:9][CH3:10])[CH:8]=1.C(=O)([O-])[O-].[K+].[K+]. The catalyst is CO.O. The product is [CH3:10][O:9][C:7]1[CH:6]=[C:5]([C:11]([CH3:23])([CH3:22])[CH2:12][CH2:13][CH2:14][CH2:15][C:16]#[CH:17])[CH:4]=[C:3]([O:2][CH3:1])[CH:8]=1. The yield is 0.760. (4) The catalyst is C(N(CC)CC)C.[Cu]I.Cl[Pd](Cl)([P](C1C=CC=CC=1)(C1C=CC=CC=1)C1C=CC=CC=1)[P](C1C=CC=CC=1)(C1C=CC=CC=1)C1C=CC=CC=1. The reactants are Br[C:2]1[CH:8]=[C:7]([N+:9]([O-:11])=[O:10])[CH:6]=[CH:5][C:3]=1[NH2:4].[C:12]([C:14]1[CH:19]=[CH:18][CH:17]=[CH:16][CH:15]=1)#[CH:13]. The yield is 0.140. The product is [N+:9]([C:7]1[CH:6]=[CH:5][C:3]([NH2:4])=[C:2]([C:13]#[C:12][C:14]2[CH:19]=[CH:18][CH:17]=[CH:16][CH:15]=2)[CH:8]=1)([O-:11])=[O:10]. (5) The reactants are [NH2:1][C@H:2]1[CH2:8][CH2:7][C@@H:6]([CH3:9])[N:5]([S:10]([C:13]2[CH:18]=[CH:17][CH:16]=[CH:15][N:14]=2)(=[O:12])=[O:11])[CH2:4][C@@H:3]1[OH:19].[CH3:20][C:21]1[C:25]2=[N:26][CH:27]=[CH:28][CH:29]=[C:24]2[O:23][C:22]=1[C:30]([NH:32][C@H:33]([C:38](O)=[O:39])[CH2:34][CH:35]([CH3:37])[CH3:36])=[O:31].CN1CCOCC1.CCN=C=NCCCN(C)C.Cl. The catalyst is N1C2C=CC=CC=2C(=O)NN=1.C(Cl)Cl. The product is [OH:19][C@@H:3]1[C@@H:2]([NH:1][C:38]([C@@H:33]([NH:32][C:30]([C:22]2[O:23][C:24]3[C:25](=[N:26][CH:27]=[CH:28][CH:29]=3)[C:21]=2[CH3:20])=[O:31])[CH2:34][CH:35]([CH3:37])[CH3:36])=[O:39])[CH2:8][CH2:7][C@@H:6]([CH3:9])[N:5]([S:10]([C:13]2[CH:18]=[CH:17][CH:16]=[CH:15][N:14]=2)(=[O:12])=[O:11])[CH2:4]1. The yield is 0.900. (6) The reactants are [OH:1][NH:2][C:3]([C:5]1[C:10]([CH3:11])=[CH:9][CH:8]=[CH:7][N:6]=1)=[NH:4].[OH:12][CH2:13][CH2:14][O:15][C:16]1[CH:17]=[C:18]([OH:25])[C:19](=[CH:23][CH:24]=1)[C:20](O)=O. No catalyst specified. The product is [OH:12][CH2:13][CH2:14][O:15][C:16]1[CH:24]=[CH:23][C:19]([C:20]2[O:1][N:2]=[C:3]([C:5]3[C:10]([CH3:11])=[CH:9][CH:8]=[CH:7][N:6]=3)[N:4]=2)=[C:18]([OH:25])[CH:17]=1. The yield is 0.0800.